Predict which catalyst facilitates the given reaction. From a dataset of Catalyst prediction with 721,799 reactions and 888 catalyst types from USPTO. (1) Reactant: [CH3:1][C:2]1[CH:3]=[C:4]([NH2:11])[C:5]2[O:9][CH2:8][CH2:7][C:6]=2[CH:10]=1.C1C(=O)N([Br:19])C(=O)C1. Product: [Br:19][C:10]1[C:6]2[CH2:7][CH2:8][O:9][C:5]=2[C:4]([NH2:11])=[CH:3][C:2]=1[CH3:1]. The catalyst class is: 3. (2) Reactant: [Br:1][CH2:2][CH2:3][O:4][C:5]1[CH:10]=[CH:9][C:8]([N+:11]([O-:13])=[O:12])=[CH:7][C:6]=1[C:14]1[N:18]([CH3:19])[N:17]=[CH:16][CH:15]=1.[Br:20]N1C(=O)CCC1=O. Product: [Br:20][C:15]1[CH:16]=[N:17][N:18]([CH3:19])[C:14]=1[C:6]1[CH:7]=[C:8]([N+:11]([O-:13])=[O:12])[CH:9]=[CH:10][C:5]=1[O:4][CH2:3][CH2:2][Br:1]. The catalyst class is: 3. (3) Reactant: [CH3:1][CH:2]([C:7](=[O:14])[CH2:8][CH2:9][CH2:10][CH2:11][CH2:12][CH3:13])[C:3]([O:5][CH3:6])=[O:4].[H-].[Na+].[Li]CCCC.[O:22]1[C:26]2[CH:27]=[CH:28][CH:29]=[CH:30][C:25]=2[CH:24]=[C:23]1C(OC)=O.[NH4+].[Cl-]. Product: [O:22]1[C:26]2[CH:27]=[CH:28][CH:29]=[CH:30][C:25]=2[CH:24]=[C:23]1[C:6]1[O:5][C:3](=[O:4])[C:2]([CH3:1])=[C:7]([OH:14])[C:8]=1[CH2:9][CH2:10][CH2:11][CH2:12][CH3:13]. The catalyst class is: 1. (4) The catalyst class is: 150. Product: [Cl:1][C:2]1[N:3]=[CH:4][N:5]([C:7]2[N:8]=[CH:9][C:10]([NH2:15])=[CH:11][C:12]=2[O:13][CH3:14])[CH:6]=1. Reactant: [Cl:1][C:2]1[N:3]=[CH:4][N:5]([C:7]2[C:12]([O:13][CH3:14])=[CH:11][C:10]([N+:15]([O-])=O)=[CH:9][N:8]=2)[CH:6]=1.C(O)C.C(O)(=O)C.[OH-].[Na+]. (5) Reactant: Br[C:2]1[CH:6]=[CH:5][N:4]([CH2:7][C:8]23[CH2:17][CH:12]4[CH2:13][CH:14]([CH2:16][CH:10]([CH2:11]4)[CH2:9]2)[CH2:15]3)[N:3]=1.NC(N)=[S:20].Br. Product: [N:4]1([CH2:7][C:8]23[CH2:17][CH:12]4[CH2:13][CH:14]([CH2:16][C:10]([SH:20])([CH2:11]4)[CH2:9]2)[CH2:15]3)[CH:5]=[CH:6][CH:2]=[N:3]1. The catalyst class is: 15. (6) Reactant: O1[C:5]2([CH2:9][CH2:8][N:7]([CH2:10][C:11]3[NH:12][C:13](=[O:26])[C:14]4[S:19][C:18]([C:20]5[CH:21]=[N:22][NH:23][C:24]=5[CH3:25])=[CH:17][C:15]=4[N:16]=3)[CH2:6]2)[O:4]CC1.Cl.C(=O)([O-])O.[Na+]. Product: [CH3:25][C:24]1[NH:23][N:22]=[CH:21][C:20]=1[C:18]1[S:19][C:14]2[C:13](=[O:26])[NH:12][C:11]([CH2:10][N:7]3[CH2:8][CH2:9][C:5](=[O:4])[CH2:6]3)=[N:16][C:15]=2[CH:17]=1. The catalyst class is: 41. (7) Reactant: [Cl:1][C:2]1[C:10]([Cl:11])=[C:9]2[C:5]([CH2:6][CH:7]([CH:12]3[CH2:16][CH2:15][CH2:14][CH2:13]3)[CH2:8]2)=[CH:4][C:3]=1[O:17][C:18]([C:20]1[CH:27]=[CH:26][C:23]([C:24]#[N:25])=[CH:22][CH:21]=1)=O.C[Si]([N:32]=[N+:33]=[N-:34])(C)C.C([Sn](=[O:44])CCCC)CCC. Product: [Cl:1][C:2]1[C:10]([Cl:11])=[C:9]2[C:5]([CH2:6][CH:7]([CH:12]3[CH2:16][CH2:15][CH2:14][CH2:13]3)[C:8]2=[O:44])=[CH:4][C:3]=1[O:17][CH2:18][C:20]1[CH:21]=[CH:22][C:23]([C:24]2[N:25]=[N:32][NH:33][N:34]=2)=[CH:26][CH:27]=1. The catalyst class is: 11.